Dataset: Full USPTO retrosynthesis dataset with 1.9M reactions from patents (1976-2016). Task: Predict the reactants needed to synthesize the given product. (1) Given the product [F:26][C:23]([F:24])([F:25])[C:20]1[CH:21]=[CH:22][C:17]([C:14]2[O:13][C:12]([C:8]3[CH:7]=[C:6]([CH:11]=[CH:10][CH:9]=3)[CH:2]=[O:1])=[N:16][N:15]=2)=[CH:18][CH:19]=1, predict the reactants needed to synthesize it. The reactants are: [O:1]1CCO[CH:2]1[C:6]1[CH:7]=[C:8]([C:12]2[O:13][C:14]([C:17]3[CH:22]=[CH:21][C:20]([C:23]([F:26])([F:25])[F:24])=[CH:19][CH:18]=3)=[N:15][N:16]=2)[CH:9]=[CH:10][CH:11]=1.S(=O)(=O)(O)O. (2) Given the product [CH:1]1([C:4]2[C:12]3[C:8](=[CH:9][N:10]([CH3:13])[N:11]=3)[CH:7]=[C:6]([NH2:14])[CH:5]=2)[CH2:3][CH2:2]1, predict the reactants needed to synthesize it. The reactants are: [CH:1]1([C:4]2[C:12]3[C:8](=[CH:9][N:10]([CH3:13])[N:11]=3)[CH:7]=[C:6]([N+:14]([O-])=O)[CH:5]=2)[CH2:3][CH2:2]1. (3) Given the product [CH2:1]([C:5]1[CH:6]=[CH:7][C:8]2[O:12][C:11]([C:13]3[CH:14]=[CH:15][C:16]([CH2:17][N:26]4[CH2:31][CH2:30][CH:29]([C:32]([OH:34])=[O:33])[CH2:28][CH2:27]4)=[CH:19][CH:20]=3)=[CH:10][C:9]=2[CH:21]=1)[CH:2]([CH3:4])[CH3:3], predict the reactants needed to synthesize it. The reactants are: [CH2:1]([C:5]1[CH:6]=[CH:7][C:8]2[O:12][C:11]([C:13]3[CH:20]=[CH:19][C:16]([CH:17]=O)=[CH:15][CH:14]=3)=[CH:10][C:9]=2[CH:21]=1)[CH:2]([CH3:4])[CH3:3].C(O)(=O)C.[NH:26]1[CH2:31][CH2:30][CH:29]([C:32]([OH:34])=[O:33])[CH2:28][CH2:27]1.C([BH3-])#N.[Na+]. (4) Given the product [CH2:1]([O:3][C:4](=[O:17])[C@:5]([OH:16])([CH3:15])[C@@H:6]([C@H:8]1[CH2:12][O:11][C:10]([CH3:13])([CH3:14])[O:9]1)[O:7][C:18](=[O:19])[C:20]1[CH:25]=[CH:24][CH:23]=[CH:22][CH:21]=1)[CH3:2], predict the reactants needed to synthesize it. The reactants are: [CH2:1]([O:3][C:4](=[O:17])[C@:5]([OH:16])([CH3:15])[C@@H:6]([C@H:8]1[CH2:12][O:11][C:10]([CH3:14])([CH3:13])[O:9]1)[OH:7])[CH3:2].[C:18](Cl)([C:20]1[CH:25]=[CH:24][CH:23]=[CH:22][CH:21]=1)=[O:19]. (5) Given the product [C:18]([O:16][C@@H:5]1[C@H:4]([O:17][C:27](=[O:30])[C:19]2[CH:24]=[CH:23][CH:22]=[CH:21][CH:20]=2)[C@@H:3]([CH2:2][I:1])[O:7][C@H:6]1[N:8]1[CH:12]=[N:11][C:10]([C:13]([NH2:15])=[O:14])=[N:9]1)(=[O:25])[C:19]1[CH:24]=[CH:23][CH:22]=[CH:21][CH:20]=1, predict the reactants needed to synthesize it. The reactants are: [I:1][CH2:2][C@H:3]1[O:7][C@@H:6]([N:8]2[CH:12]=[N:11][C:10]([C:13]([NH2:15])=[O:14])=[N:9]2)[C@H:5]([OH:16])[C@@H:4]1[OH:17].[C:18](Cl)(=[O:25])[C:19]1[CH:24]=[CH:23][CH:22]=[CH:21][CH:20]=1.[C:27](=[O:30])(O)[O-].[Na+]. (6) The reactants are: [C:1]([O:5][C:6]([N:8]1[CH2:13][CH2:12][C:11](=[C:14]([C:18]2[CH:23]=[CH:22][CH:21]=[CH:20][CH:19]=2)[C:15](O)=[O:16])[CH2:10][CH2:9]1)=[O:7])([CH3:4])([CH3:3])[CH3:2].CCN=C=NCCCN(C)C.C1C=CC2N(O)N=NC=2C=1.[CH:45]([NH:47][NH2:48])=[O:46]. Given the product [C:1]([O:5][C:6]([N:8]1[CH2:9][CH2:10][C:11](=[C:14]([C:18]2[CH:19]=[CH:20][CH:21]=[CH:22][CH:23]=2)[C:15]([NH:48][NH:47][CH:45]=[O:46])=[O:16])[CH2:12][CH2:13]1)=[O:7])([CH3:4])([CH3:3])[CH3:2], predict the reactants needed to synthesize it. (7) Given the product [NH2:1][C:2]1[N:7]([C:8]2[CH:13]=[CH:12][C:11]([CH2:14][CH2:15][NH:16][C@@H:17]([C:25]3[CH:30]=[CH:29][CH:28]=[CH:27][CH:26]=3)[C:18]([OH:20])=[O:19])=[CH:10][CH:9]=2)[C:6](=[O:31])[CH:5]=[CH:4][C:3]=1[C:32](=[O:33])[C:34]1[CH:39]=[CH:38][C:37]([F:40])=[CH:36][C:35]=1[F:41], predict the reactants needed to synthesize it. The reactants are: [NH2:1][C:2]1[N:7]([C:8]2[CH:13]=[CH:12][C:11]([CH2:14][CH2:15][NH:16][C@@H:17]([C:25]3[CH:30]=[CH:29][CH:28]=[CH:27][CH:26]=3)[C:18]([O:20]C(C)(C)C)=[O:19])=[CH:10][CH:9]=2)[C:6](=[O:31])[CH:5]=[CH:4][C:3]=1[C:32]([C:34]1[CH:39]=[CH:38][C:37]([F:40])=[CH:36][C:35]=1[F:41])=[O:33].FC(F)(F)C(O)=O.